Dataset: Full USPTO retrosynthesis dataset with 1.9M reactions from patents (1976-2016). Task: Predict the reactants needed to synthesize the given product. Given the product [CH3:1][C:2]1[CH:3]=[C:4]2[C:9](=[CH:10][CH:11]=1)[N:8]=[C:7]([NH:12][CH3:13])[C:6]([CH2:14][OH:15])=[CH:5]2, predict the reactants needed to synthesize it. The reactants are: [CH3:1][C:2]1[CH:3]=[C:4]2[C:9](=[CH:10][CH:11]=1)[N:8]=[C:7]([NH:12][CH3:13])[C:6]([CH:14]=[O:15])=[CH:5]2.[BH4-].[Na+].